From a dataset of Forward reaction prediction with 1.9M reactions from USPTO patents (1976-2016). Predict the product of the given reaction. (1) Given the reactants [CH3:1][C:2]1[N:7]=[C:6]([O:8][CH2:9][C:10]2[CH:15]=[CH:14][C:13]([O:16][CH2:17][C:18]3[N:19]=[C:20]([C:24]4[CH:29]=[CH:28][CH:27]=[CH:26][CH:25]=4)[O:21][C:22]=3[CH3:23])=[CH:12][CH:11]=2)[C:5]([CH2:30][C:31]#N)=[CH:4][CH:3]=1.C(O)C.[OH-:36].[Na+].Cl.[OH2:39], predict the reaction product. The product is: [CH3:1][C:2]1[N:7]=[C:6]([O:8][CH2:9][C:10]2[CH:15]=[CH:14][C:13]([O:16][CH2:17][C:18]3[N:19]=[C:20]([C:24]4[CH:25]=[CH:26][CH:27]=[CH:28][CH:29]=4)[O:21][C:22]=3[CH3:23])=[CH:12][CH:11]=2)[C:5]([CH2:30][C:31]([OH:39])=[O:36])=[CH:4][CH:3]=1. (2) Given the reactants [CH3:1][S-:2].[Na+].Cl[C:5]1[CH:10]=[CH:9][N:8]=[C:7]([C:11]#[N:12])[CH:6]=1, predict the reaction product. The product is: [CH3:1][S:2][C:5]1[CH:10]=[CH:9][N:8]=[C:7]([C:11]#[N:12])[CH:6]=1. (3) Given the reactants [CH3:1][C:2]1([CH3:5])[CH2:4][O:3]1.[Br:6][C:7]1[C:12]([CH3:13])=[CH:11][C:10]([OH:14])=[CH:9][C:8]=1[CH3:15], predict the reaction product. The product is: [Br:6][C:7]1[C:12]([CH3:13])=[CH:11][C:10]([O:14][CH2:1][C:2]([CH3:5])([OH:3])[CH3:4])=[CH:9][C:8]=1[CH3:15]. (4) Given the reactants C(=O)([O-])[O-].[K+].[K+].[C:7]([C:9](=[N:13][NH:14][C:15]1[CH:20]=[CH:19][CH:18]=[C:17]([Cl:21])[C:16]=1[F:22])[C:10]([NH2:12])=[O:11])#[N:8].Br[CH2:24][C:25]([O:27][CH2:28][CH3:29])=[O:26], predict the reaction product. The product is: [CH2:28]([O:27][C:25]([C:24]1[N:14]([C:15]2[CH:20]=[CH:19][CH:18]=[C:17]([Cl:21])[C:16]=2[F:22])[N:13]=[C:9]([C:10](=[O:11])[NH2:12])[C:7]=1[NH2:8])=[O:26])[CH3:29]. (5) Given the reactants [CH3:1][C:2]1[CH:7]=[CH:6][C:5]([S:8]([O:11][CH2:12][CH:13]2[O:17][C:16](=[O:18])[N:15]([CH2:19][C:20]3C=CC(F)=C[CH:21]=3)[CH2:14]2)(=[O:10])=[O:9])=[CH:4][CH:3]=1.OCC1OC(=O)N(CCC)C1.FC1C=CC(CN2CC(CO)OC2=O)=CC=1, predict the reaction product. The product is: [CH3:1][C:2]1[CH:7]=[CH:6][C:5]([S:8]([O:11][CH2:12][CH:13]2[O:17][C:16](=[O:18])[N:15]([CH2:19][CH2:20][CH3:21])[CH2:14]2)(=[O:10])=[O:9])=[CH:4][CH:3]=1. (6) Given the reactants C(=O)([O-])O.[Na+].[C:6](Cl)(=[O:8])[CH3:7].C1COCC1.O.[O:16]=[C:17]1[C:25]2[C:20](=[CH:21][CH:22]=[CH:23][CH:24]=2)[C:19](=[O:26])[N:18]1[CH:27]1[CH2:32][CH2:31][NH:30][CH2:29][CH:28]1[NH:33][C:34](=[O:40])[O:35][C:36]([CH3:39])([CH3:38])[CH3:37], predict the reaction product. The product is: [C:6]([N:30]1[CH2:31][CH2:32][CH:27]([N:18]2[C:17](=[O:16])[C:25]3[C:20](=[CH:21][CH:22]=[CH:23][CH:24]=3)[C:19]2=[O:26])[CH:28]([NH:33][C:34](=[O:40])[O:35][C:36]([CH3:38])([CH3:37])[CH3:39])[CH2:29]1)(=[O:8])[CH3:7].